Dataset: Full USPTO retrosynthesis dataset with 1.9M reactions from patents (1976-2016). Task: Predict the reactants needed to synthesize the given product. (1) Given the product [C:41]([O:45][C:46](=[O:47])[N:48]([CH2:50][C:51](=[O:52])[NH:1][CH2:2][C@H:3]([O:4][C:5]1[CH:14]=[CH:13][CH:12]=[C:11]2[C:6]=1[C:7]([NH:15][C:16]1[CH:21]=[CH:20][C:19]([O:22][CH2:23][C:24]3[CH:29]=[CH:28][CH:27]=[CH:26][N:25]=3)=[C:18]([Cl:30])[CH:17]=1)=[N:8][CH:9]=[N:10]2)[CH3:31])[CH3:49])([CH3:44])([CH3:42])[CH3:43], predict the reactants needed to synthesize it. The reactants are: [NH2:1][CH2:2][C@@H:3]([CH3:31])[O:4][C:5]1[CH:14]=[CH:13][CH:12]=[C:11]2[C:6]=1[C:7]([NH:15][C:16]1[CH:21]=[CH:20][C:19]([O:22][CH2:23][C:24]3[CH:29]=[CH:28][CH:27]=[CH:26][N:25]=3)=[C:18]([Cl:30])[CH:17]=1)=[N:8][CH:9]=[N:10]2.CCN(C(C)C)C(C)C.[C:41]([O:45][C:46]([N:48]([CH2:50][C:51](O)=[O:52])[CH3:49])=[O:47])([CH3:44])([CH3:43])[CH3:42].CN(C(ON1N=NC2C=CC=NC1=2)=[N+](C)C)C.F[P-](F)(F)(F)(F)F. (2) The reactants are: [C:1]([C:3]1[CH:8]=[CH:7][N:6]=[C:5]([O:9][C:10]2[CH:11]=[C:12]([CH3:26])[C:13]3[CH:17]([CH2:18][C:19]([O:21]CC)=[O:20])[O:16][B:15]([OH:24])[C:14]=3[CH:25]=2)[CH:4]=1)#N.[OH-:27].[Na+].C[OH:30].C1COCC1. Given the product [C:19]([CH2:18][CH:17]1[O:16][B:15]([OH:24])[C:14]2[CH:25]=[C:10]([O:9][C:5]3[CH:4]=[C:3]([CH:8]=[CH:7][N:6]=3)[C:1]([OH:30])=[O:27])[CH:11]=[C:12]([CH3:26])[C:13]1=2)([OH:21])=[O:20], predict the reactants needed to synthesize it. (3) The reactants are: [Cl:1][CH2:2][C:3]([N:5]1[CH2:9][CH2:8][CH2:7][CH2:6]1)=[O:4].[CH3:10][C:11]1[N:12]=[CH:13][S:14][C:15]=1[CH3:16].N1CCCC1.ClCC(Cl)=O.[OH-].[Na+]. Given the product [Cl-:1].[N:5]1([C:3](=[O:4])[CH2:2][N+:12]2[C:11]([CH3:10])=[C:15]([CH3:16])[S:14][CH:13]=2)[CH2:9][CH2:8][CH2:7][CH2:6]1.[Cl:1][CH2:2][C:3]([N:5]1[CH2:9][CH2:8][CH2:7][CH2:6]1)=[O:4], predict the reactants needed to synthesize it.